Task: Predict the reactants needed to synthesize the given product.. Dataset: Full USPTO retrosynthesis dataset with 1.9M reactions from patents (1976-2016) (1) Given the product [CH:15]1([CH2:14][CH2:13][N:10]2[C:11]3[CH:12]=[C:4]4[NH:3][C:2]([NH:1][C:22](=[O:29])[C:23]5[CH:28]=[CH:27][CH:26]=[CH:25][CH:24]=5)=[N:21][C:5]4=[CH:6][C:7]=3[C:8]([CH3:19])([CH3:20])[C:9]2=[O:18])[CH2:17][CH2:16]1, predict the reactants needed to synthesize it. The reactants are: [NH2:1][C:2]1[NH:3][C:4]2[C:5]([N:21]=1)=[CH:6][C:7]1[C:8]([CH3:20])([CH3:19])[C:9](=[O:18])[N:10]([CH2:13][CH2:14][CH:15]3[CH2:17][CH2:16]3)[C:11]=1[CH:12]=2.[C:22](Cl)(=[O:29])[C:23]1[CH:28]=[CH:27][CH:26]=[CH:25][CH:24]=1.CCN(CC)CC. (2) Given the product [CH2:15]([C:13]1[S:14][C:10]2[C:9]3[CH:8]=[CH:7][C:6]([O:17][CH2:26][C:25]#[CH:24])=[CH:5][C:4]=3[N:3]=[C:2]([NH2:1])[C:11]=2[N:12]=1)[CH3:16], predict the reactants needed to synthesize it. The reactants are: [NH2:1][C:2]1[C:11]2[N:12]=[C:13]([CH2:15][CH3:16])[S:14][C:10]=2[C:9]2[CH:8]=[CH:7][C:6]([OH:17])=[CH:5][C:4]=2[N:3]=1.C(=O)([O-])[O-].[Cs+].[Cs+].[CH2:24](Br)[C:25]#[CH:26].